From a dataset of Catalyst prediction with 721,799 reactions and 888 catalyst types from USPTO. Predict which catalyst facilitates the given reaction. (1) Reactant: [F:1][C:2]1[CH:7]=[C:6]([C:8]2[N:13]=[C:12]3[N:14]([CH2:17][C:18]4[CH:19]=[C:20]5[C:25](=[CH:26][CH:27]=4)[N:24]=[CH:23][CH:22]=[CH:21]5)[N:15]=[N:16][C:11]3=[CH:10][CH:9]=2)[CH:5]=[CH:4][C:3]=1[NH:28][CH2:29][CH2:30][C:31]([O:33]C)=[O:32].[OH-].[Li+].Cl. Product: [F:1][C:2]1[CH:7]=[C:6]([C:8]2[N:13]=[C:12]3[N:14]([CH2:17][C:18]4[CH:19]=[C:20]5[C:25](=[CH:26][CH:27]=4)[N:24]=[CH:23][CH:22]=[CH:21]5)[N:15]=[N:16][C:11]3=[CH:10][CH:9]=2)[CH:5]=[CH:4][C:3]=1[NH:28][CH2:29][CH2:30][C:31]([OH:33])=[O:32]. The catalyst class is: 24. (2) Reactant: [CH3:1][C:2]1[CH:6]=[C:5]([O:7][C:8]2[CH:13]=[CH:12][CH:11]=[CH:10][C:9]=2[N+:14]([O-])=O)[N:4]([C:17]2[CH:22]=[CH:21][CH:20]=[CH:19][C:18]=2[CH3:23])[N:3]=1. Product: [CH3:1][C:2]1[CH:6]=[C:5]([O:7][C:8]2[CH:13]=[CH:12][CH:11]=[CH:10][C:9]=2[NH2:14])[N:4]([C:17]2[CH:22]=[CH:21][CH:20]=[CH:19][C:18]=2[CH3:23])[N:3]=1. The catalyst class is: 19. (3) Reactant: [F:1][C:2]1[CH:3]=[C:4]([C@:15]([NH:30][C:31](=[O:36])[CH2:32][C:33](=[O:35])[CH3:34])([C:23]2[CH:28]=[CH:27][C:26]([F:29])=[CH:25][CH:24]=2)[CH2:16][C:17]2[CH:22]=[CH:21][CH:20]=[CH:19][CH:18]=2)[CH:5]=[C:6]([O:8][C:9]([F:14])([F:13])[CH:10]([F:12])[F:11])[CH:7]=1.[N:37]([O-])=[O:38].[Na+]. Product: [F:1][C:2]1[CH:3]=[C:4]([C@:15]([NH:30][C:31](=[O:36])[C:32](=[N:37][OH:38])[C:33](=[O:35])[CH3:34])([C:23]2[CH:24]=[CH:25][C:26]([F:29])=[CH:27][CH:28]=2)[CH2:16][C:17]2[CH:18]=[CH:19][CH:20]=[CH:21][CH:22]=2)[CH:5]=[C:6]([O:8][C:9]([F:14])([F:13])[CH:10]([F:12])[F:11])[CH:7]=1. The catalyst class is: 86.